This data is from CYP1A2 inhibition data for predicting drug metabolism from PubChem BioAssay. The task is: Regression/Classification. Given a drug SMILES string, predict its absorption, distribution, metabolism, or excretion properties. Task type varies by dataset: regression for continuous measurements (e.g., permeability, clearance, half-life) or binary classification for categorical outcomes (e.g., BBB penetration, CYP inhibition). Dataset: cyp1a2_veith. (1) The drug is CC(C)(C)C(=O)OCOC(=O)[C@@H]1N2C(=O)[C@@H](NC(=O)[C@@H](N)c3ccccc3)[C@H]2SC1(C)C. The result is 0 (non-inhibitor). (2) The drug is Cn1cccc1C(=O)C(=O)Nc1cccc(Cl)c1Cl. The result is 1 (inhibitor). (3) The compound is COC(=O)C/C=C\[C@@H](C)[C@@H](/C=N\OC[C@@H](C)[C@H](OCc1ccccc1)C(C)C)OC. The result is 0 (non-inhibitor).